From a dataset of TCR-epitope binding with 47,182 pairs between 192 epitopes and 23,139 TCRs. Binary Classification. Given a T-cell receptor sequence (or CDR3 region) and an epitope sequence, predict whether binding occurs between them. (1) The epitope is KRWIILGLNK. The TCR CDR3 sequence is CASSQGQYSHEQYF. Result: 1 (the TCR binds to the epitope). (2) The epitope is RQLLFVVEV. The TCR CDR3 sequence is CASSLRPTGTHEQYF. Result: 1 (the TCR binds to the epitope). (3) The TCR CDR3 sequence is CASSQEGGSDTQYF. Result: 0 (the TCR does not bind to the epitope). The epitope is RLFRKSNLK.